Dataset: Forward reaction prediction with 1.9M reactions from USPTO patents (1976-2016). Task: Predict the product of the given reaction. (1) Given the reactants [CH2:1]([N:7]1[CH2:12][CH:11]2[CH:9]([C:10]2([C:14]2[CH:15]=[C:16]([NH2:20])[CH:17]=[CH:18][CH:19]=2)[CH3:13])[CH2:8]1)[CH2:2][CH2:3][CH2:4][CH2:5][CH3:6].N1C=CC=CC=1.[CH2:27]([S:29](Cl)(=[O:31])=[O:30])[CH3:28], predict the reaction product. The product is: [CH2:1]([N:7]1[CH2:12][CH:11]2[CH:9]([C:10]2([C:14]2[CH:15]=[C:16]([NH:20][S:29]([CH2:27][CH3:28])(=[O:31])=[O:30])[CH:17]=[CH:18][CH:19]=2)[CH3:13])[CH2:8]1)[CH2:2][CH2:3][CH2:4][CH2:5][CH3:6]. (2) Given the reactants [N+](C1C=CC(C([O:10][C@H:11]2[C:15]3[N:16]=[CH:17][N:18]=[C:19]([N:20]4[CH2:26][CH2:25][CH2:24][N:23]([C:27](=[O:48])[C@@H:28]([C:41]5[CH:46]=[CH:45][C:44]([Cl:47])=[CH:43][CH:42]=5)[CH2:29][N:30](C(OC(C)(C)C)=O)[CH:31]([CH3:33])[CH3:32])[CH2:22][CH2:21]4)[C:14]=3[C@H:13]([CH3:49])[CH2:12]2)=O)=CC=1)([O-])=O.[OH-].[Li+], predict the reaction product. The product is: [ClH:47].[ClH:47].[Cl:47][C:44]1[CH:45]=[CH:46][C:41]([C@@H:28]([CH2:29][NH:30][CH:31]([CH3:33])[CH3:32])[C:27]([N:23]2[CH2:24][CH2:25][CH2:26][N:20]([C:19]3[C:14]4[C@H:13]([CH3:49])[CH2:12][C@@H:11]([OH:10])[C:15]=4[N:16]=[CH:17][N:18]=3)[CH2:21][CH2:22]2)=[O:48])=[CH:42][CH:43]=1.